From a dataset of Forward reaction prediction with 1.9M reactions from USPTO patents (1976-2016). Predict the product of the given reaction. Given the reactants [CH2:1]([N:3]([CH2:17][CH3:18])[CH2:4][C:5]([CH3:16])([C:7]1[CH:12]=[CH:11][C:10]([N+:13]([O-])=O)=[CH:9][CH:8]=1)[CH3:6])[CH3:2], predict the reaction product. The product is: [CH2:17]([N:3]([CH2:1][CH3:2])[CH2:4][C:5]([C:7]1[CH:12]=[CH:11][C:10]([NH2:13])=[CH:9][CH:8]=1)([CH3:6])[CH3:16])[CH3:18].